Dataset: Forward reaction prediction with 1.9M reactions from USPTO patents (1976-2016). Task: Predict the product of the given reaction. (1) The product is: [Cl:15][CH2:14][CH2:13][CH2:12][CH2:11][O:9][C:5]1[CH:6]=[CH:7][CH:8]=[C:3]([O:2][CH3:1])[CH:4]=1. Given the reactants [CH3:1][O:2][C:3]1[CH:4]=[C:5]([OH:9])[CH:6]=[CH:7][CH:8]=1.Br[CH2:11][CH2:12][CH2:13][CH2:14][Cl:15], predict the reaction product. (2) Given the reactants [Br:1][C:2]1[CH:3]=[CH:4][C:5]2[O:14][C:13]3[C:12](=[O:15])[NH:11][C:10]([CH2:16]Cl)=[N:9][C:8]=3[C:6]=2[CH:7]=1.[C:18]1([OH:24])[CH:23]=[CH:22][CH:21]=[CH:20][CH:19]=1.C([O-])([O-])=O.[K+].[K+], predict the reaction product. The product is: [Br:1][C:2]1[CH:3]=[CH:4][C:5]2[O:14][C:13]3[C:12](=[O:15])[NH:11][C:10]([CH2:16][O:24][C:18]4[CH:23]=[CH:22][CH:21]=[CH:20][CH:19]=4)=[N:9][C:8]=3[C:6]=2[CH:7]=1. (3) Given the reactants [CH3:1][N:2]([CH3:25])[CH:3]1[CH2:7][CH2:6][N:5]([C:8]2[N:13]=[CH:12][C:11]([C:14]3[N:18]4[CH:19]=[CH:20][CH:21]=[CH:22][C:17]4=[N:16][C:15]=3[CH2:23][OH:24])=[CH:10][CH:9]=2)[CH2:4]1.CN1CCN(C2N=CC(C3N4C=CC=CC4=NC=3C=O)=CC=2)CC1, predict the reaction product. The product is: [CH3:1][N:2]([CH3:25])[CH:3]1[CH2:7][CH2:6][N:5]([C:8]2[N:13]=[CH:12][C:11]([C:14]3[N:18]4[CH:19]=[CH:20][CH:21]=[CH:22][C:17]4=[N:16][C:15]=3[CH:23]=[O:24])=[CH:10][CH:9]=2)[CH2:4]1. (4) The product is: [CH:42]([O:51][C:50]1[N:48]=[CH:47][C:32]([C@@H:27]([NH:26][C:10]([C@H:8]2[CH2:9][C@@H:7]2[C:1]2[CH:2]=[CH:3][CH:4]=[CH:5][CH:6]=2)=[O:12])[CH3:28])=[CH:31][CH:30]=1)([CH3:43])[CH3:44]. Given the reactants [C:1]1([C@@H:7]2[CH2:9][C@H:8]2[C:10]([OH:12])=O)[CH:6]=[CH:5][CH:4]=[CH:3][CH:2]=1.F[P-](F)(F)(F)(F)F.C[N+](C)=C(N(C)C)ON1[C:28]2N=[CH:30][CH:31]=[CH:32][C:27]=2[N:26]=N1.C(N([CH2:42][CH3:43])CC)C.[CH2:44](N)C.[CH3:47][N:48]([CH:50]=[O:51])C, predict the reaction product. (5) Given the reactants COC(=O)C.[C:6]1([C:12]2[O:13][C:14]([C:20]([F:23])([F:22])[F:21])=[C:15]([C:17]([OH:19])=O)[N:16]=2)[CH:11]=[CH:10][CH:9]=[CH:8][CH:7]=1.[CH2:24]([O:26][C:27](=[O:42])[CH2:28][N:29]1[C:37]2[C:32](=[CH:33][C:34]([N+:38]([O-])=O)=[CH:35][CH:36]=2)[C:31](=[O:41])[NH:30]1)C.C(N1C2C(=CC(NC(C3C(C)=NN(C4C=CC=CC=4)N=3)=O)=CC=2)C(=O)N1)C, predict the reaction product. The product is: [CH3:24][O:26][C:27](=[O:42])[CH2:28][N:29]1[C:37]2[C:32](=[CH:33][C:34]([NH:38][C:17]([C:15]3[N:16]=[C:12]([C:6]4[CH:7]=[CH:8][CH:9]=[CH:10][CH:11]=4)[O:13][C:14]=3[C:20]([F:23])([F:22])[F:21])=[O:19])=[CH:35][CH:36]=2)[C:31](=[O:41])[NH:30]1. (6) The product is: [CH2:7]([S:18][CH2:19][CH2:1][OH:4])[CH2:8][CH2:9][CH2:10][CH2:11][CH2:12][CH2:13][CH2:14][CH2:15][CH3:16]. Given the reactants [C:1](=[O:4])([O-])[O-].[K+].[K+].[CH2:7](Br)[CH2:8][CH2:9][CH2:10][CH2:11][CH2:12][CH2:13][CH2:14][CH2:15][CH3:16].[SH:18][CH:19](O)C, predict the reaction product.